Dataset: Catalyst prediction with 721,799 reactions and 888 catalyst types from USPTO. Task: Predict which catalyst facilitates the given reaction. (1) Reactant: [CH3:1][NH:2][CH2:3][CH2:4][OH:5].Br[CH2:7][CH2:8][CH2:9][CH2:10][CH2:11][CH2:12][CH2:13][C:14]([NH:16][C:17]1[CH:25]=[CH:24][C:20]([C:21]([NH2:23])=[O:22])=[CH:19][CH:18]=1)=[O:15].CS(C)=O. Product: [OH:5][CH2:4][CH2:3][N:2]([CH3:1])[CH2:7][CH2:8][CH2:9][CH2:10][CH2:11][CH2:12][CH2:13][C:14]([NH:16][C:17]1[CH:25]=[CH:24][C:20]([C:21]([NH2:23])=[O:22])=[CH:19][CH:18]=1)=[O:15]. The catalyst class is: 10. (2) Reactant: [Cl:1][C:2]1[CH:3]=[C:4]2[C:8](=[CH:9][CH:10]=1)[N:7]([CH3:11])[C:6]([CH:12]([NH:19][C:20]1[CH:28]=[CH:27][C:23]([C:24]([OH:26])=O)=[CH:22][CH:21]=1)[CH2:13][CH2:14][CH2:15][CH2:16][CH2:17][CH3:18])=[CH:5]2.Cl.[CH2:30]([O:32][C:33](=[O:37])[CH2:34][CH2:35][NH2:36])[CH3:31].O.ON1C2C=CC=CC=2N=N1.Cl.C(N=C=NCCCN(C)C)C.[Cl-].[NH4+]. Product: [Cl:1][C:2]1[CH:3]=[C:4]2[C:8](=[CH:9][CH:10]=1)[N:7]([CH3:11])[C:6]([CH:12]([NH:19][C:20]1[CH:28]=[CH:27][C:23]([C:24]([NH:36][CH2:35][CH2:34][C:33]([O:32][CH2:30][CH3:31])=[O:37])=[O:26])=[CH:22][CH:21]=1)[CH2:13][CH2:14][CH2:15][CH2:16][CH2:17][CH3:18])=[CH:5]2. The catalyst class is: 289. (3) Reactant: Cl[Al](Cl)Cl.[Cl:5][C:6]1[CH:14]=[CH:13][C:9]([C:10](Cl)=[O:11])=[CH:8][CH:7]=1.[Br:15][C:16]1[C:17]2[CH:18]=[C:19]3[CH:28]([CH2:29][C:30]([O:32][CH3:33])=[O:31])[CH2:27][CH2:26][N:20]3[C:21]=2[CH:22]=[C:23]([F:25])[CH:24]=1. Product: [Br:15][C:16]1[C:17]2[C:18]([C:10](=[O:11])[C:9]3[CH:13]=[CH:14][C:6]([Cl:5])=[CH:7][CH:8]=3)=[C:19]3[CH:28]([CH2:29][C:30]([O:32][CH3:33])=[O:31])[CH2:27][CH2:26][N:20]3[C:21]=2[CH:22]=[C:23]([F:25])[CH:24]=1. The catalyst class is: 26. (4) Reactant: [NH2:1][C:2]1[CH:7]=[C:6]([F:8])[C:5]([F:9])=[CH:4][C:3]=1[NH2:10].C(N(CC)CC)C.C1C=[CH:20][C:21](=[O:34])[C:22]2C=1C(C(Cl)=O)=C1C=2C=CC=C1. Product: [CH:21]([O:34][CH:7]([CH3:6])[CH3:2])([CH3:22])[CH3:20].[NH2:1][C:2]1[CH:7]=[C:6]([F:8])[C:5]([F:9])=[CH:4][C:3]=1[NH-:10]. The catalyst class is: 4. (5) Reactant: [CH3:1][C:2]1[N:3]=[CH:4][S:5][C:6]=1[C:7]1[O:8][C:9]2[C:10](=[C:12]([C:16]([OH:18])=O)[CH:13]=[CH:14][CH:15]=2)[N:11]=1.[ClH:19].C(N=C=NCCCN(C)C)C.ON1C2C=CC=CC=2N=N1.Cl.Cl.[NH2:43][CH:44]1[CH2:51][CH:50]2[N:52]([CH3:53])[CH:46]([CH2:47][CH2:48][CH2:49]2)[CH2:45]1.C(N(CC)CC)C. Product: [ClH:19].[CH3:53][N:52]1[CH:46]2[CH2:47][CH2:48][CH2:49][CH:50]1[CH2:51][CH:44]([NH:43][C:16]([C:12]1[CH:13]=[CH:14][CH:15]=[C:9]3[O:8][C:7]([C:6]4[S:5][CH:4]=[N:3][C:2]=4[CH3:1])=[N:11][C:10]=13)=[O:18])[CH2:45]2. The catalyst class is: 39. (6) Reactant: [C@H:1]1([N:13]2[CH2:18][CH2:17][CH:16]([N:19]3[C:23]4[CH:24]=[CH:25][CH:26]=[CH:27][C:22]=4[N:21]([CH2:28][C:29]([O:31]CC)=[O:30])[C:20]3=[O:34])[CH2:15][CH2:14]2)[C:11]2=[C:12]3[C:7](=[CH:8][CH:9]=[CH:10]2)[CH:6]=[CH:5][CH:4]=[C:3]3[CH2:2]1.[OH-].[Na+].O.Cl. Product: [C@H:1]1([N:13]2[CH2:18][CH2:17][CH:16]([N:19]3[C:23]4[CH:24]=[CH:25][CH:26]=[CH:27][C:22]=4[N:21]([CH2:28][C:29]([OH:31])=[O:30])[C:20]3=[O:34])[CH2:15][CH2:14]2)[C:11]2=[C:12]3[C:7](=[CH:8][CH:9]=[CH:10]2)[CH:6]=[CH:5][CH:4]=[C:3]3[CH2:2]1. The catalyst class is: 8. (7) Reactant: C[O:2][C:3]([C:5]1[CH:10]=[CH:9][CH:8]=[C:7]([CH:11]2[CH2:14][N:13]([C:15]([O:17][C:18]([CH3:21])([CH3:20])[CH3:19])=[O:16])[CH2:12]2)[N:6]=1)=[O:4].O[Li].O.Cl. Product: [C:18]([O:17][C:15]([N:13]1[CH2:14][CH:11]([C:7]2[N:6]=[C:5]([C:3]([OH:4])=[O:2])[CH:10]=[CH:9][CH:8]=2)[CH2:12]1)=[O:16])([CH3:21])([CH3:19])[CH3:20]. The catalyst class is: 20. (8) Reactant: C1N(P(Cl)(N2C(=O)OCC2)=O)C(=O)OC1.[Cl:16][C:17]1[N:22]=[C:21]([C:23]([O-:25])=O)[C:20]([CH3:26])=[CH:19][CH:18]=1.[K+].Cl.[NH2:29][C:30]1[C:31]([CH3:41])=[C:32]([CH:37]=[CH:38][C:39]=1[CH3:40])[C:33]([O:35][CH3:36])=[O:34].C(N(C(C)C)CC)(C)C. Product: [Cl:16][C:17]1[N:22]=[C:21]([C:23]([NH:29][C:30]2[C:31]([CH3:41])=[C:32]([CH:37]=[CH:38][C:39]=2[CH3:40])[C:33]([O:35][CH3:36])=[O:34])=[O:25])[C:20]([CH3:26])=[CH:19][CH:18]=1. The catalyst class is: 18. (9) Product: [F:21][C:22]1[CH:27]=[CH:26][C:25]([O:28][C:2]2[CH:7]=[C:6]([CH3:8])[C:5]([C:9](=[O:11])[CH3:10])=[C:4]([CH3:12])[CH:3]=2)=[CH:24][CH:23]=1. The catalyst class is: 222. Reactant: Cl[C:2]1[CH:7]=[C:6]([CH3:8])[C:5]([C:9](=[O:11])[CH3:10])=[C:4]([CH3:12])[CH:3]=1.[O-]P([O-])([O-])=O.[K+].[K+].[K+].[F:21][C:22]1[CH:27]=[CH:26][C:25]([OH:28])=[CH:24][CH:23]=1.C(P(C(C)(C)C)C1C=CC=CC=1C1C(C(C)C)=CC(C(C)C)=CC=1C(C)C)(C)(C)C.